From a dataset of Catalyst prediction with 721,799 reactions and 888 catalyst types from USPTO. Predict which catalyst facilitates the given reaction. (1) Reactant: [Br:1][C:2]1[C:3]([N:10]([CH:19]2[CH2:24][CH2:23][N:22]([C:25]([O:27][CH2:28][C:29]3[CH:34]=[CH:33][CH:32]=[CH:31][CH:30]=3)=[O:26])[CH2:21][CH2:20]2)[NH:11]C(OC(C)(C)C)=O)=[N:4][C:5]([C:8]#[N:9])=[N:6][CH:7]=1.C1(C)C=CC(S(O)(=O)=O)=CC=1. Product: [Br:1][C:2]1[C:3]([N:10]([CH:19]2[CH2:20][CH2:21][N:22]([C:25]([O:27][CH2:28][C:29]3[CH:34]=[CH:33][CH:32]=[CH:31][CH:30]=3)=[O:26])[CH2:23][CH2:24]2)[NH2:11])=[N:4][C:5]([C:8]#[N:9])=[N:6][CH:7]=1. The catalyst class is: 10. (2) Reactant: [F:1][C:2]1[CH:7]=[C:6]([I:8])[CH:5]=[CH:4][C:3]=1[N:9]1[C:20]2[C:12](=[C:13]3[N:17]([C:18](=[O:22])[C:19]=2[CH3:21])[CH2:16][CH2:15][CH2:14]3)[NH:11][C:10]1=[O:23].[H-].[Na+].[CH2:26]([C:29]1([S:32](Cl)(=[O:34])=[O:33])[CH2:31][CH2:30]1)[CH:27]=[CH2:28]. Product: [CH2:26]([C:29]1([S:32]([N:11]2[C:12]3[C:20](=[C:19]([CH3:21])[C:18](=[O:22])[N:17]4[C:13]=3[CH2:14][CH2:15][CH2:16]4)[N:9]([C:3]3[CH:4]=[CH:5][C:6]([I:8])=[CH:7][C:2]=3[F:1])[C:10]2=[O:23])(=[O:34])=[O:33])[CH2:31][CH2:30]1)[CH:27]=[CH2:28]. The catalyst class is: 3. (3) Reactant: [CH3:1][S:2]([NH:5][C:6]1[CH:21]=[CH:20][C:9]2[NH:10][C:11]([CH2:16][C:17]([OH:19])=O)=[N:12][S:13](=[O:15])(=[O:14])[C:8]=2[CH:7]=1)(=[O:4])=[O:3].[CH2:22]([O:24][C:25]([CH:27]1[CH2:31][CH2:30][CH2:29][CH:28]1[NH:32][CH2:33][CH3:34])=[O:26])[CH3:23].Cl.CN(C)CCCN=C=NCC.CN1CCOCC1.Cl. Product: [CH2:22]([O:24][C:25]([CH:27]1[CH2:31][CH2:30][CH2:29][CH:28]1[N:32]([CH2:33][CH3:34])[C:17](=[O:19])[CH2:16][C:11]1[NH:10][C:9]2[CH:20]=[CH:21][C:6]([NH:5][S:2]([CH3:1])(=[O:3])=[O:4])=[CH:7][C:8]=2[S:13](=[O:14])(=[O:15])[N:12]=1)=[O:26])[CH3:23]. The catalyst class is: 9. (4) Reactant: [CH3:1][C:2]1[N:3]([C:8]2[N:13]=[C:12]([CH2:14][C:15]([OH:17])=O)[CH:11]=[CH:10][N:9]=2)[C:4]([CH3:7])=[CH:5][CH:6]=1.Cl.[NH:19]1[C:27]2[C:22](=[CH:23][C:24]([NH:28][C:29]([C:31]3[C:32]([C:37]4[CH:42]=[CH:41][C:40]([C:43]([F:46])([F:45])[F:44])=[CH:39][CH:38]=4)=[CH:33][CH:34]=[CH:35][CH:36]=3)=[O:30])=[CH:25][CH:26]=2)[CH2:21][CH2:20]1.ON1C2C=CC=CC=2N=N1.Cl.CN(C)CCCN=C=NCC. Product: [CH3:7][C:4]1[N:3]([C:8]2[N:13]=[C:12]([CH2:14][C:15]([N:19]3[C:27]4[C:22](=[CH:23][C:24]([NH:28][C:29]([C:31]5[C:32]([C:37]6[CH:38]=[CH:39][C:40]([C:43]([F:44])([F:45])[F:46])=[CH:41][CH:42]=6)=[CH:33][CH:34]=[CH:35][CH:36]=5)=[O:30])=[CH:25][CH:26]=4)[CH2:21][CH2:20]3)=[O:17])[CH:11]=[CH:10][N:9]=2)[C:2]([CH3:1])=[CH:6][CH:5]=1. The catalyst class is: 289.